From a dataset of Full USPTO retrosynthesis dataset with 1.9M reactions from patents (1976-2016). Predict the reactants needed to synthesize the given product. Given the product [CH3:2][O:3][C:4]1[CH:27]=[C:26]([C:28]([F:29])([F:30])[F:31])[CH:25]=[C:24]([C:32]([F:34])([F:35])[F:33])[C:5]=1[C:6]([NH:8][CH:9]([C:18]1[CH:23]=[CH:22][CH:21]=[CH:20][CH:19]=1)[C:10]([CH3:17])([N:12]1[CH2:16][CH2:15][CH2:14][CH2:13]1)[CH3:11])=[O:7], predict the reactants needed to synthesize it. The reactants are: Cl.[CH3:2][O:3][C:4]1[CH:27]=[C:26]([C:28]([F:31])([F:30])[F:29])[CH:25]=[C:24]([C:32]([F:35])([F:34])[F:33])[C:5]=1[C:6]([NH:8][CH:9]([C:18]1[CH:23]=[CH:22][CH:21]=[CH:20][CH:19]=1)[C:10]([CH3:17])([N:12]1[CH2:16][CH2:15][CH2:14][CH2:13]1)[CH3:11])=[O:7].C([O-])(O)=O.[Na+].